Dataset: Full USPTO retrosynthesis dataset with 1.9M reactions from patents (1976-2016). Task: Predict the reactants needed to synthesize the given product. (1) Given the product [CH3:19][C:8]1[C:9](=[O:18])[N:10]([CH2:11][C:12]2[CH:17]=[CH:16][CH:15]=[CH:14][CH:13]=2)[C:5]([CH:2]([N:33]2[CH2:32][CH2:31][NH:30][CH2:29][CH:28]2[C:25]2[CH:26]=[CH:27][C:22]([CH3:21])=[CH:23][CH:24]=2)[CH2:3][CH3:4])=[N:6][C:7]=1[CH3:20], predict the reactants needed to synthesize it. The reactants are: Br[CH:2]([C:5]1[N:10]([CH2:11][C:12]2[CH:17]=[CH:16][CH:15]=[CH:14][CH:13]=2)[C:9](=[O:18])[C:8]([CH3:19])=[C:7]([CH3:20])[N:6]=1)[CH2:3][CH3:4].[CH3:21][C:22]1[CH:27]=[CH:26][C:25]([CH:28]2[NH:33][CH2:32][CH2:31][N:30](C(OC(C)(C)C)=O)[CH2:29]2)=[CH:24][CH:23]=1.CC1C=CC(C2CNCCN2)=CC=1.CC(OC(OC(OC(C)(C)C)=O)=O)(C)C.[Br-]. (2) Given the product [Cl:8][C:5]1[CH:6]=[CH:7][C:2]2[NH:1][C:18](=[O:25])[C@@H:19]([CH2:21][C:22]([OH:24])=[O:23])[S:20][C@H:9]([C:11]3[CH:16]=[CH:15][CH:14]=[CH:13][C:12]=3[Cl:17])[C:3]=2[CH:4]=1, predict the reactants needed to synthesize it. The reactants are: [NH2:1][C:2]1[CH:7]=[CH:6][C:5]([Cl:8])=[CH:4][C:3]=1[CH:9]([C:11]1[CH:16]=[CH:15][CH:14]=[CH:13][C:12]=1[Cl:17])O.[C:18](O)(=[O:25])[CH:19]([CH2:21][C:22]([OH:24])=[O:23])[SH:20].[OH-].[Na+].O.[OH-].[Li+]. (3) Given the product [CH2:11]([NH:18][C:19]([C:21]1[S:25][C:24]([NH:26][C:5](=[O:6])[C:4]2[CH:8]=[CH:9][CH:10]=[C:2]([F:1])[CH:3]=2)=[N:23][C:22]=1[CH3:27])=[O:20])[C:12]1[CH:17]=[CH:16][CH:15]=[CH:14][CH:13]=1, predict the reactants needed to synthesize it. The reactants are: [F:1][C:2]1[CH:3]=[C:4]([CH:8]=[CH:9][CH:10]=1)[C:5](Cl)=[O:6].[CH2:11]([NH:18][C:19]([C:21]1[S:25][C:24]([NH2:26])=[N:23][C:22]=1[CH3:27])=[O:20])[C:12]1[CH:17]=[CH:16][CH:15]=[CH:14][CH:13]=1. (4) Given the product [C:1]([C@H:5]1[CH2:10][CH2:9][C@H:8]([O:11][C:12]2[CH:21]=[CH:20][C:19]3[C:14](=[CH:15][CH:16]=[C:17]([CH2:22][NH:24][CH2:25][CH2:26][C:27]([OH:29])=[O:28])[CH:18]=3)[N:13]=2)[CH2:7][CH2:6]1)([CH3:4])([CH3:3])[CH3:2], predict the reactants needed to synthesize it. The reactants are: [C:1]([CH:5]1[CH2:10][CH2:9][CH:8]([O:11][C:12]2[CH:21]=[CH:20][C:19]3[C:14](=[CH:15][CH:16]=[C:17]([CH:22]=O)[CH:18]=3)[N:13]=2)[CH2:7][CH2:6]1)([CH3:4])([CH3:3])[CH3:2].[NH2:24][CH2:25][CH2:26][C:27]([OH:29])=[O:28].C(O)C.C([BH3-])#N.[Na+].C(O)(=O)CC(CC(O)=O)(C(O)=O)O. (5) The reactants are: [CH3:1][C:2]1[C:3]([C:24](O)=[O:25])=[C:4]([C:18]2[CH:19]=[N:20][CH:21]=[CH:22][CH:23]=2)[CH:5]=[C:6]([C:8]2[CH:13]=[CH:12][CH:11]=[C:10]([C:14]([F:17])([F:16])[F:15])[CH:9]=2)[CH:7]=1.[N:27]1([CH:32]2[CH2:37][CH2:36][NH:35][CH2:34][CH2:33]2)[CH2:31][CH2:30][CH2:29][CH2:28]1. Given the product [CH3:1][C:2]1[C:3]([C:24]([N:35]2[CH2:36][CH2:37][CH:32]([N:27]3[CH2:31][CH2:30][CH2:29][CH2:28]3)[CH2:33][CH2:34]2)=[O:25])=[C:4]([C:18]2[CH:19]=[N:20][CH:21]=[CH:22][CH:23]=2)[CH:5]=[C:6]([C:8]2[CH:13]=[CH:12][CH:11]=[C:10]([C:14]([F:15])([F:16])[F:17])[CH:9]=2)[CH:7]=1, predict the reactants needed to synthesize it. (6) Given the product [N+:18]([C:15]1[CH:16]=[CH:17][C:12]([O:8][CH2:7][C:2]2[CH:3]=[CH:4][CH:5]=[CH:6][N:1]=2)=[CH:13][CH:14]=1)([O-:20])=[O:19], predict the reactants needed to synthesize it. The reactants are: [N:1]1[CH:6]=[CH:5][CH:4]=[CH:3][C:2]=1[CH2:7][OH:8].[H-].[Na+].F[C:12]1[CH:17]=[CH:16][C:15]([N+:18]([O-:20])=[O:19])=[CH:14][CH:13]=1.O.